This data is from NCI-60 drug combinations with 297,098 pairs across 59 cell lines. The task is: Regression. Given two drug SMILES strings and cell line genomic features, predict the synergy score measuring deviation from expected non-interaction effect. (1) Drug 1: C1=CN(C(=O)N=C1N)C2C(C(C(O2)CO)O)O.Cl. Drug 2: CC(C)CN1C=NC2=C1C3=CC=CC=C3N=C2N. Cell line: NCI-H522. Synergy scores: CSS=30.1, Synergy_ZIP=1.54, Synergy_Bliss=1.35, Synergy_Loewe=-2.50, Synergy_HSA=2.12. (2) Drug 1: CC1=C(C(CCC1)(C)C)C=CC(=CC=CC(=CC(=O)O)C)C. Drug 2: C1=NNC2=C1C(=O)NC=N2. Cell line: T-47D. Synergy scores: CSS=3.93, Synergy_ZIP=-2.81, Synergy_Bliss=-2.33, Synergy_Loewe=-9.64, Synergy_HSA=-2.61. (3) Drug 1: CCCS(=O)(=O)NC1=C(C(=C(C=C1)F)C(=O)C2=CNC3=C2C=C(C=N3)C4=CC=C(C=C4)Cl)F. Drug 2: C#CCC(CC1=CN=C2C(=N1)C(=NC(=N2)N)N)C3=CC=C(C=C3)C(=O)NC(CCC(=O)O)C(=O)O. Cell line: HS 578T. Synergy scores: CSS=-4.51, Synergy_ZIP=1.99, Synergy_Bliss=0.428, Synergy_Loewe=-27.6, Synergy_HSA=-6.01.